This data is from Forward reaction prediction with 1.9M reactions from USPTO patents (1976-2016). The task is: Predict the product of the given reaction. (1) Given the reactants [Cl:1][C:2]1[CH:7]=[CH:6][C:5]([O:8][CH2:9][C@H:10]2[CH2:13][CH2:12][N:11]2C(OC(C)(C)C)=O)=[CH:4][N:3]=1.FC(F)(F)C(O)=O.[OH-].[Na+], predict the reaction product. The product is: [Cl:1][C:2]1[CH:7]=[CH:6][C:5]([O:8][CH2:9][C@H:10]2[CH2:13][CH2:12][NH:11]2)=[CH:4][N:3]=1. (2) The product is: [Cl:3][C:4]1[C:9]2[CH:10]=[C:11]([C:13]([O:15][CH3:16])=[O:14])[N:12]([CH2:18][C:19]3[C:24]([CH3:25])=[CH:23][C:22]([CH3:26])=[CH:21][C:20]=3[CH3:27])[C:8]=2[CH:7]=[CH:6][N:5]=1. Given the reactants [H-].[Na+].[Cl:3][C:4]1[C:9]2[CH:10]=[C:11]([C:13]([O:15][CH3:16])=[O:14])[NH:12][C:8]=2[CH:7]=[CH:6][N:5]=1.Cl[CH2:18][C:19]1[C:24]([CH3:25])=[CH:23][C:22]([CH3:26])=[CH:21][C:20]=1[CH3:27], predict the reaction product.